This data is from Forward reaction prediction with 1.9M reactions from USPTO patents (1976-2016). The task is: Predict the product of the given reaction. Given the reactants C(=O)([O-])[O-].[Cs+].[Cs+].CN(C)C=O.[N:12]1([C:17]2[CH:22]=[CH:21][C:20]([OH:23])=[CH:19][CH:18]=2)[CH:16]=[N:15][CH:14]=[N:13]1.Br[C:25]1[CH:26]=[CH:27][C:28]([N+:31]([O-:33])=[O:32])=[N:29][CH:30]=1, predict the reaction product. The product is: [N+:31]([C:28]1[CH:27]=[CH:26][C:25]([O:23][C:20]2[CH:19]=[CH:18][C:17]([N:12]3[CH:16]=[N:15][CH:14]=[N:13]3)=[CH:22][CH:21]=2)=[CH:30][N:29]=1)([O-:33])=[O:32].